Predict the reactants needed to synthesize the given product. From a dataset of Full USPTO retrosynthesis dataset with 1.9M reactions from patents (1976-2016). (1) Given the product [Cl:13][C:14]1[CH:19]=[C:18]([CH2:20][C:26]([C:25]2[CH:32]=[CH:33][C:22]([F:21])=[CH:23][CH:24]=2)=[O:27])[CH:17]=[CH:16][N:15]=1, predict the reactants needed to synthesize it. The reactants are: [Li]CCCC.C(NC(C)C)(C)C.[Cl:13][C:14]1[CH:19]=[C:18]([CH3:20])[CH:17]=[CH:16][N:15]=1.[F:21][C:22]1[CH:33]=[CH:32][C:25]([C:26](N(OC)C)=[O:27])=[CH:24][CH:23]=1.[Na+].[Cl-]. (2) Given the product [CH:13]([N:8]1[C:6]2[N:7]=[C:2]([NH:24][C:21]3[CH:22]=[CH:23][C:18]([O:17][CH3:16])=[CH:19][CH:20]=3)[N:3]=[CH:4][C:5]=2[CH:11]=[CH:10][C:9]1=[O:12])([CH3:15])[CH3:14], predict the reactants needed to synthesize it. The reactants are: Cl[C:2]1[N:3]=[CH:4][C:5]2[CH:11]=[CH:10][C:9](=[O:12])[N:8]([CH:13]([CH3:15])[CH3:14])[C:6]=2[N:7]=1.[CH3:16][O:17][C:18]1[CH:23]=[CH:22][C:21]([NH2:24])=[CH:20][CH:19]=1. (3) Given the product [Cl:1][C:2]1[CH:3]=[C:4]([C:9]2([C:27]([F:30])([F:29])[F:28])[O:13][N:12]=[C:11]([C:14]3[CH:19]=[CH:18][C:17]([C:20](=[N:32][OH:33])[CH2:21][CH:22]([CH3:24])[CH3:23])=[C:16]([CH3:26])[CH:15]=3)[CH2:10]2)[CH:5]=[C:6]([Cl:8])[CH:7]=1, predict the reactants needed to synthesize it. The reactants are: [Cl:1][C:2]1[CH:3]=[C:4]([C:9]2([C:27]([F:30])([F:29])[F:28])[O:13][N:12]=[C:11]([C:14]3[CH:19]=[CH:18][C:17]([C:20](=O)[CH2:21][CH:22]([CH3:24])[CH3:23])=[C:16]([CH3:26])[CH:15]=3)[CH2:10]2)[CH:5]=[C:6]([Cl:8])[CH:7]=1.Cl.[NH2:32][OH:33].Cl. (4) Given the product [CH3:9][O:8][C:5]1[CH:4]=[N:3][C:2]([NH2:10])=[N:7][CH:6]=1, predict the reactants needed to synthesize it. The reactants are: Cl[C:2]1[N:7]=[CH:6][C:5]([O:8][CH3:9])=[CH:4][N:3]=1.[NH3:10].